From a dataset of Reaction yield outcomes from USPTO patents with 853,638 reactions. Predict the reaction yield, written as a fraction of the theoretical maximum amount of product (1.0 means a 100% yield; for example, 0.34 means a 34% yield). (1) The reactants are [CH:1]1([NH:6][C:7]2[N:12]3[N:13]=[C:14]([C:23]4[CH:28]=[CH:27][C:26]([F:29])=[CH:25][CH:24]=4)[C:15]([C:16](=O)/[CH:17]=[CH:18]/N(C)C)=[C:11]3[CH:10]=[CH:9][CH:8]=2)[CH2:5][CH2:4][CH2:3][CH2:2]1.Cl.[CH:31]1([NH:36][C:37]([NH2:39])=[NH:38])[CH2:35][CH2:34][CH2:33][CH2:32]1.CC(C)([O-])C.[K+].CCOCC. The catalyst is O1CCCC1.O. The product is [CH:1]1([NH:6][C:7]2[N:12]3[N:13]=[C:14]([C:23]4[CH:28]=[CH:27][C:26]([F:29])=[CH:25][CH:24]=4)[C:15]([C:16]4[CH:17]=[CH:18][N:39]=[C:37]([NH:36][CH:31]5[CH2:35][CH2:34][CH2:33][CH2:32]5)[N:38]=4)=[C:11]3[CH:10]=[CH:9][CH:8]=2)[CH2:2][CH2:3][CH2:4][CH2:5]1. The yield is 0.910. (2) The reactants are [CH2:1]([O:3][C:4]([C:6]1[C:10]([CH3:11])=[CH:9][NH:8][C:7]=1[CH2:12][C:13]([OH:15])=O)=[O:5])[CH3:2].[CH3:16][N:17]([CH3:21])[CH2:18][CH2:19][NH2:20].Cl.C(N=C=NCCCN(C)C)C.ON1C2C=CC=CC=2N=N1. The catalyst is CN(C)C=O.ClCCl.O. The product is [CH2:1]([O:3][C:4]([C:6]1[C:10]([CH3:11])=[CH:9][NH:8][C:7]=1[CH2:12][C:13](=[O:15])[NH:20][CH2:19][CH2:18][N:17]([CH3:21])[CH3:16])=[O:5])[CH3:2]. The yield is 0.909. (3) The reactants are [CH3:1][NH:2][C:3]1[N:8]=[C:7]([C:9]2[S:10][C:11]3[CH:19]=[CH:18][CH:17]=[CH:16][C:12]=3[C:13](=[O:15])[N:14]=2)[CH:6]=[CH:5][CH:4]=1.[CH:20]1([C:26](Cl)=[O:27])[CH2:25][CH2:24][CH2:23][CH2:22][CH2:21]1.CN(C)C(=O)C. The catalyst is O. The product is [CH3:1][N:2]([C:3]1[CH:4]=[CH:5][CH:6]=[C:7]([C:9]2[S:10][C:11]3[CH:19]=[CH:18][CH:17]=[CH:16][C:12]=3[C:13](=[O:15])[N:14]=2)[N:8]=1)[C:26]([CH:20]1[CH2:25][CH2:24][CH2:23][CH2:22][CH2:21]1)=[O:27]. The yield is 0.710. (4) The reactants are [F:1][C:2]1[CH:7]=[C:6]([I:8])[CH:5]=[CH:4][C:3]=1[NH:9][C:10](=[O:38])[C@@H:11]([N:17]1[C:21](=[O:22])[C@@H:20]([C:23]2[CH:28]=[CH:27][C:26]([O:29][CH2:30][CH2:31][O:32]C(C)(C)C)=[CH:25][CH:24]=2)[NH:19][C:18]1=[O:37])[CH2:12][C:13]([CH3:16])([CH3:15])[CH3:14].C[Si](I)(C)C.CO. The catalyst is ClCCl. The product is [F:1][C:2]1[CH:7]=[C:6]([I:8])[CH:5]=[CH:4][C:3]=1[NH:9][C:10](=[O:38])[C@@H:11]([N:17]1[C:21](=[O:22])[C@@H:20]([C:23]2[CH:24]=[CH:25][C:26]([O:29][CH2:30][CH2:31][OH:32])=[CH:27][CH:28]=2)[NH:19][C:18]1=[O:37])[CH2:12][C:13]([CH3:16])([CH3:14])[CH3:15]. The yield is 0.470.